From a dataset of Reaction yield outcomes from USPTO patents with 853,638 reactions. Predict the reaction yield, written as a fraction of the theoretical maximum amount of product (1.0 means a 100% yield; for example, 0.34 means a 34% yield). The catalyst is C(Cl)Cl. The yield is 0.200. The reactants are Cl[C:2]1[CH:18]=[CH:17]C(C(F)(F)F)=[CH:15][C:3]=1[C:4](N[C@H]1CC[C@H:10]([CH:13]=[O:14])CC1)=O.NC1C=NC=C(C)C=1.[C:31](O[BH-](OC(=O)C)OC(=O)C)(=[O:33])[CH3:32].[Na+]. The product is [CH3:32][CH2:31][O:33][C:13]([CH3:10])=[O:14].[CH3:17][CH2:18][CH2:2][CH:3]([CH3:15])[CH3:4].